This data is from Full USPTO retrosynthesis dataset with 1.9M reactions from patents (1976-2016). The task is: Predict the reactants needed to synthesize the given product. (1) Given the product [C:2]([O:5][C:6]1[CH:7]=[C:8]([CH:23]=[CH:24][C:25]=1[CH3:26])[NH:9][C:10]1[C:19]2[C:14](=[CH:15][C:16]([O:22][CH2:36][C:37]3[N:41]([CH3:42])[C:40]4[CH:43]=[CH:44][CH:45]=[CH:46][C:39]=4[N:38]=3)=[C:17]([O:20][CH3:21])[CH:18]=2)[N:13]=[CH:12][N:11]=1)(=[O:4])[CH3:3], predict the reactants needed to synthesize it. The reactants are: Cl.[C:2]([O:5][C:6]1[CH:7]=[C:8]([CH:23]=[CH:24][C:25]=1[CH3:26])[NH:9][C:10]1[C:19]2[C:14](=[CH:15][C:16]([OH:22])=[C:17]([O:20][CH3:21])[CH:18]=2)[N:13]=[CH:12][N:11]=1)(=[O:4])[CH3:3].C(=O)([O-])[O-].[K+].[K+].[I-].[K+].Cl[CH2:36][C:37]1[N:41]([CH3:42])[C:40]2[CH:43]=[CH:44][CH:45]=[CH:46][C:39]=2[N:38]=1. (2) Given the product [F:23][C:22]([F:24])([F:25])[C:20]1[CH:21]=[C:16]([CH:17]=[C:18]([C:26]([F:29])([F:27])[F:28])[CH:19]=1)[C:15]([CH:7]1[CH2:8][C:2]2[S:1][CH:5]=[CH:4][C:3]=2[C:6]1=[O:9])=[O:14], predict the reactants needed to synthesize it. The reactants are: [S:1]1[CH:5]=[CH:4][C:3]2[C:6](=[O:9])[CH2:7][CH2:8][C:2]1=2.[H-].[Na+].C([O:14][C:15](=O)[C:16]1[CH:21]=[C:20]([C:22]([F:25])([F:24])[F:23])[CH:19]=[C:18]([C:26]([F:29])([F:28])[F:27])[CH:17]=1)C.Cl. (3) Given the product [O:48]=[C:49]1[CH2:41][CH2:40][C@@:39]2([CH2:42][CH3:43])[C:22]([CH2:17][CH2:18][C@@H:25]3[C@@H:38]2[CH2:37][CH2:36][C@@:30]2([CH3:29])[C@H:26]3[CH2:27][CH2:28][C@@H:31]2[OH:32])=[CH:23]1, predict the reactants needed to synthesize it. The reactants are: [F-].C([N+](CC[CH2:17][CH3:18])(CCCC)CCCC)CCC.O=C1[CH2:41][CH2:40][C@@:39]2([CH2:42][CH3:43])[C:22]([CH2:23]C[C@@H:25]3[C@@H:38]2[CH2:37][CH2:36][C@@:30]2([CH2:31][O:32][SiH](C)C)[C@H:26]3[CH2:27][CH2:28][C@@H:29]2C(C)(C)C)=C1.[O:48]1CCC[CH2:49]1. (4) Given the product [CH2:54]([O:53][C:51]([N:11]1[CH2:20][CH2:19][C:18]2[C:13](=[CH:14][CH:15]=[CH:16][CH:17]=2)[CH:12]1[C:21]1[CH:26]=[CH:25][C:24]([F:27])=[CH:23][C:22]=1[O:28][CH2:29][C:43]([OH:46])=[O:44])=[O:52])[C:55]1[CH:37]=[CH:39][CH:40]=[CH:57][CH:56]=1, predict the reactants needed to synthesize it. The reactants are: C(OC([N:11]1[CH2:20][CH2:19][C:18]2[C:13](=[CH:14][CH:15]=[CH:16][CH:17]=2)[CH:12]1[C:21]1[CH:26]=[CH:25][C:24]([F:27])=[CH:23][C:22]=1[O:28][CH2:29]C=C)=O)C1C=CC=CC=1.CN1[C:40](=O)[CH2:39][C:37](=O)N(C)C1=O.[C:43]([O-:46])([O-])=[O:44].[Cs+].[Cs+].BrC[C:51]([O:53][CH2:54][CH3:55])=[O:52].[CH3:56][CH2:57]OC(C)=O. (5) Given the product [C:27]([C:19]1[C:20]2[CH2:25][CH2:24][N:23]([CH2:41][C:42]([O:44][C:45]([CH3:48])([CH3:47])[CH3:46])=[O:43])[CH2:22][C:21]=2[S:26][C:18]=1[NH:17][C:16]([NH:15][C:12]1[CH:11]=[CH:10][C:9]([Cl:8])=[CH:14][CH:13]=1)=[O:30])(=[O:28])[NH2:29], predict the reactants needed to synthesize it. The reactants are: FC(F)(F)C(O)=O.[Cl:8][C:9]1[CH:14]=[CH:13][C:12]([NH:15][C:16](=[O:30])[NH:17][C:18]2[S:26][C:21]3[CH2:22][NH:23][CH2:24][CH2:25][C:20]=3[C:19]=2[C:27]([NH2:29])=[O:28])=[CH:11][CH:10]=1.C(N(C(C)C)CC)(C)C.Br[CH2:41][C:42]([O:44][C:45]([CH3:48])([CH3:47])[CH3:46])=[O:43]. (6) Given the product [Br:3][C:11]1[C:10]2[C:15](=[CH:16][C:17]([O:18][CH3:19])=[C:8]([O:7][CH3:6])[CH:9]=2)[N:14]=[N:13][CH:12]=1, predict the reactants needed to synthesize it. The reactants are: P(Br)(Br)([Br:3])=O.[CH3:6][O:7][C:8]1[CH:9]=[C:10]2[C:15](=[CH:16][C:17]=1[O:18][CH3:19])[N:14]=[N:13][CH:12]=[C:11]2O.CC([O-])=O.[Na+].